Task: Predict the product of the given reaction.. Dataset: Forward reaction prediction with 1.9M reactions from USPTO patents (1976-2016) Given the reactants O=[N+]([O-])[O-].[O-][N+](=O)[O-].[O-][N+](=O)[O-].[O-][N+](=O)[O-].[O-][N+](=O)[O-].[O-][N+](=O)[O-].[Ce+4].[NH4+].[NH4+].[C:28]([O:32][C:33]([NH:35][C@:36]([CH:71]1[CH2:76][CH2:75][CH2:74][CH2:73][CH2:72]1)([C:38]([N:40]1[CH2:70][CH2:69][CH2:68][C@H:41]1[C:42]([NH:44][CH2:45][C:46]1[CH:51]=[C:50]([Cl:52])[CH:49]=[CH:48][C:47]=1[CH2:53][CH:54]([NH:59]C1C=CC(OC)=CC=1)[C:55]([F:58])([F:57])[F:56])=[O:43])=[O:39])N)=[O:34])([CH3:31])([CH3:30])[CH3:29], predict the reaction product. The product is: [NH2:59][CH:54]([C:55]([F:58])([F:57])[F:56])[CH2:53][C:47]1[CH:48]=[CH:49][C:50]([Cl:52])=[CH:51][C:46]=1[CH2:45][NH:44][C:42](=[O:43])[C@@H:41]1[CH2:68][CH2:69][CH2:70][N:40]1[C:38](=[O:39])[C@H:36]([NH:35][C:33]([O:32][C:28]([CH3:30])([CH3:31])[CH3:29])=[O:34])[CH:71]1[CH2:72][CH2:73][CH2:74][CH2:75][CH2:76]1.